Dataset: Full USPTO retrosynthesis dataset with 1.9M reactions from patents (1976-2016). Task: Predict the reactants needed to synthesize the given product. (1) Given the product [Br:5][C:6]1[CH:7]=[C:8]([CH:12]([O:15][CH2:16][CH2:17][Cl:3])[C:13]#[N:14])[CH:9]=[CH:10][CH:11]=1, predict the reactants needed to synthesize it. The reactants are: S(Cl)([Cl:3])=O.[Br:5][C:6]1[CH:7]=[C:8]([CH:12]([O:15][CH2:16][CH2:17]O)[C:13]#[N:14])[CH:9]=[CH:10][CH:11]=1.O. (2) The reactants are: [NH:1]1[C:5]2[CH:6]=[CH:7][CH:8]=[CH:9][C:4]=2[N:3]=[C:2]1[CH2:10][N:11]([CH2:22][C:23]1[CH:30]=[CH:29][C:26]([CH:27]=O)=[CH:25][CH:24]=1)[CH:12]1[C:21]2[N:20]=[CH:19][CH:18]=[CH:17][C:16]=2[CH2:15][CH2:14][CH2:13]1.[CH3:31][NH2:32].[BH4-].[Na+]. Given the product [NH:1]1[C:5]2[CH:6]=[CH:7][CH:8]=[CH:9][C:4]=2[N:3]=[C:2]1[CH2:10][N:11]([CH2:22][C:23]1[CH:30]=[CH:29][C:26]([CH2:27][NH:32][CH3:31])=[CH:25][CH:24]=1)[CH:12]1[C:21]2[N:20]=[CH:19][CH:18]=[CH:17][C:16]=2[CH2:15][CH2:14][CH2:13]1, predict the reactants needed to synthesize it. (3) Given the product [C:35]([NH:1][C:2]1[CH:34]=[CH:33][C:5]([C:6]([NH:8][C@H:9]2[CH2:14][CH2:13][CH2:12][C@@H:11]([NH:15][C:16]3[N:21]=[C:20]([C:22]4[C:30]5[C:25](=[CH:26][CH:27]=[CH:28][CH:29]=5)[NH:24][C:23]=4[CH3:31])[C:19]([Cl:32])=[CH:18][N:17]=3)[CH2:10]2)=[O:7])=[CH:4][CH:3]=1)(=[O:38])[CH:36]=[CH2:37], predict the reactants needed to synthesize it. The reactants are: [NH2:1][C:2]1[CH:34]=[CH:33][C:5]([C:6]([NH:8][C@H:9]2[CH2:14][CH2:13][CH2:12][C@@H:11]([NH:15][C:16]3[N:21]=[C:20]([C:22]4[C:30]5[C:25](=[CH:26][CH:27]=[CH:28][CH:29]=5)[NH:24][C:23]=4[CH3:31])[C:19]([Cl:32])=[CH:18][N:17]=3)[CH2:10]2)=[O:7])=[CH:4][CH:3]=1.[C:35](Cl)(=[O:38])[CH:36]=[CH2:37]. (4) The reactants are: [CH3:1][C:2]1([CH3:22])[C:6]([CH3:8])([CH3:7])[O:5][B:4]([C:9]2[C:18]3[C:13](=[CH:14][CH:15]=[CH:16][CH:17]=3)[C:12]([C:19](O)=[O:20])=[CH:11][CH:10]=2)[O:3]1.B.CO. Given the product [CH3:7][C:6]1([CH3:8])[C:2]([CH3:1])([CH3:22])[O:3][B:4]([C:9]2[C:18]3[C:13](=[CH:14][CH:15]=[CH:16][CH:17]=3)[C:12]([CH2:19][OH:20])=[CH:11][CH:10]=2)[O:5]1, predict the reactants needed to synthesize it. (5) Given the product [NH2:9][C:7]1[CH:6]=[CH:5][C:4]([CH2:12][C:13]([O:15][CH3:16])=[O:14])=[C:3]([O:2][CH3:1])[CH:8]=1, predict the reactants needed to synthesize it. The reactants are: [CH3:1][O:2][C:3]1[CH:8]=[C:7]([N+:9]([O-])=O)[CH:6]=[CH:5][C:4]=1[CH2:12][C:13]([O:15][CH3:16])=[O:14]. (6) Given the product [CH3:25][C:21]1([CH3:26])[CH2:20][CH2:19][C:18]([CH3:27])([CH3:28])[C:17]2[CH:16]=[C:15]([C:3]3([CH3:2])[C:7]4[CH:8]=[C:9]([CH2:12][OH:13])[CH:10]=[CH:11][C:6]=4[O:5][CH2:4]3)[CH:24]=[CH:23][C:22]1=2, predict the reactants needed to synthesize it. The reactants are: B.[CH3:2][C:3]1([C:15]2[CH:24]=[CH:23][C:22]3[C:21]([CH3:26])([CH3:25])[CH2:20][CH2:19][C:18]([CH3:28])([CH3:27])[C:17]=3[CH:16]=2)[C:7]2[CH:8]=[C:9]([C:12](O)=[O:13])[CH:10]=[CH:11][C:6]=2[O:5][CH2:4]1.O. (7) Given the product [F:1][C:2]1[CH:3]=[C:4]([NH:8][S:9]([C:12]2[CH:13]=[C:14]([CH:20]=[CH:21][CH:22]=2)[C:15]([OH:17])=[O:16])(=[O:10])=[O:11])[CH:5]=[CH:6][CH:7]=1, predict the reactants needed to synthesize it. The reactants are: [F:1][C:2]1[CH:3]=[C:4]([NH:8][S:9]([C:12]2[CH:13]=[C:14]([CH:20]=[CH:21][CH:22]=2)[C:15]([O:17]CC)=[O:16])(=[O:11])=[O:10])[CH:5]=[CH:6][CH:7]=1.C(O)C.[OH-].[Na+].